This data is from Reaction yield outcomes from USPTO patents with 853,638 reactions. The task is: Predict the reaction yield, written as a fraction of the theoretical maximum amount of product (1.0 means a 100% yield; for example, 0.34 means a 34% yield). The reactants are [OH:1][CH2:2][C:3]([C:5]1[CH:10]=[CH:9][CH:8]=[CH:7][CH:6]=1)=[O:4].[H-].[Li+].[CH2:13](Cl)[O:14][CH3:15].[NH4+].[Cl-]. The catalyst is CN(C=O)C. The product is [CH3:13][O:14][CH2:15][O:1][CH2:2][C:3]([C:5]1[CH:10]=[CH:9][CH:8]=[CH:7][CH:6]=1)=[O:4]. The yield is 0.450.